This data is from Catalyst prediction with 721,799 reactions and 888 catalyst types from USPTO. The task is: Predict which catalyst facilitates the given reaction. (1) Reactant: [CH2:1]([O:3][C:4]1[C:9]([CH2:10]O)=[C:8]([C:12]([F:15])([F:14])[F:13])[N:7]=[CH:6][N:5]=1)[CH3:2].P(Br)(Br)[Br:17].O. Product: [Br:17][CH2:10][C:9]1[C:4]([O:3][CH2:1][CH3:2])=[N:5][CH:6]=[N:7][C:8]=1[C:12]([F:15])([F:14])[F:13]. The catalyst class is: 798. (2) Reactant: [NH2:1][C:2]1[N:10]=[C:9]([CH2:11][O:12][CH3:13])[CH:8]=[CH:7][C:3]=1[C:4]([OH:6])=O.[F:14][C:15]([F:32])([F:31])[C:16]1[CH:17]=[C:18]([O:22][C:23]2[CH:24]=[C:25]([CH:28]=[CH:29][CH:30]=2)[CH2:26][NH2:27])[CH:19]=[CH:20][CH:21]=1.CN([P+](ON1N=NC2C=CC=CC1=2)(N(C)C)N(C)C)C.F[P-](F)(F)(F)(F)F.C(=O)(O)[O-].[Na+]. Product: [F:14][C:15]([F:31])([F:32])[C:16]1[CH:17]=[C:18]([O:22][C:23]2[CH:24]=[C:25]([CH2:26][NH:27][C:4](=[O:6])[C:3]3[CH:7]=[CH:8][C:9]([CH2:11][O:12][CH3:13])=[N:10][C:2]=3[NH2:1])[CH:28]=[CH:29][CH:30]=2)[CH:19]=[CH:20][CH:21]=1. The catalyst class is: 338.